This data is from Reaction yield outcomes from USPTO patents with 853,638 reactions. The task is: Predict the reaction yield, written as a fraction of the theoretical maximum amount of product (1.0 means a 100% yield; for example, 0.34 means a 34% yield). (1) The reactants are [F:1][C:2]1[C:7]([C:8]2[N:13]=[CH:12][N:11]=[C:10]([NH2:14])[CH:9]=2)=[CH:6][CH:5]=[CH:4][N:3]=1.[H-].[Na+].[C:17](N1C=CC=CC1=O)(N1C=CC=CC1=O)=[S:18]. The catalyst is CN(C=O)C. The product is [F:1][C:2]1[C:7]([C:8]2[CH:9]=[C:10]([N:14]=[C:17]=[S:18])[N:11]=[CH:12][N:13]=2)=[CH:6][CH:5]=[CH:4][N:3]=1. The yield is 0.360. (2) The reactants are [Cl:1][C:2]1[C:6]([Cl:7])=[C:5]([CH3:8])[NH:4][C:3]=1[C:9]([OH:11])=O.[NH2:12][C@@H:13]1[CH2:18][CH2:17][N:16]([C:19]([O:21][CH2:22][CH3:23])=[O:20])[CH2:15][C@@H:14]1[O:24][CH2:25][CH3:26].C1C=CC2N(O)N=NC=2C=1.CN1CCOCC1.CCN=C=NCCCN(C)C.Cl. The catalyst is ClCCl. The product is [Cl:1][C:2]1[C:6]([Cl:7])=[C:5]([CH3:8])[NH:4][C:3]=1[C:9]([NH:12][C@@H:13]1[CH2:18][CH2:17][N:16]([C:19]([O:21][CH2:22][CH3:23])=[O:20])[CH2:15][C@@H:14]1[O:24][CH2:25][CH3:26])=[O:11]. The yield is 0.490. (3) The reactants are C([O:4][C@@H:5]1[C@@H:18]([CH2:19][O:20][CH2:21][C:22]2[CH:27]=[CH:26][CH:25]=[CH:24][CH:23]=2)[O:17][C@@H:8]([O:9][CH2:10][C:11]2[CH:16]=[CH:15][CH:14]=[CH:13][CH:12]=2)[C@H:7]([N:28]2[C:32](=[O:33])[C:31]3=[CH:34][CH:35]=[CH:36][CH:37]=[C:30]3[C:29]2=[O:38])[C@H:6]1[O:39][CH2:40][C:41]1[CH:46]=[CH:45][CH:44]=[CH:43][CH:42]=1)(=O)C.C[O-].[Na+]. The catalyst is CO.C(Cl)Cl. The product is [CH2:40]([O:39][C@H:6]1[C@H:5]([OH:4])[C@@H:18]([CH2:19][O:20][CH2:21][C:22]2[CH:23]=[CH:24][CH:25]=[CH:26][CH:27]=2)[O:17][C@@H:8]([O:9][CH2:10][C:11]2[CH:12]=[CH:13][CH:14]=[CH:15][CH:16]=2)[C@@H:7]1[N:28]1[C:32](=[O:33])[C:31]2=[CH:34][CH:35]=[CH:36][CH:37]=[C:30]2[C:29]1=[O:38])[C:41]1[CH:46]=[CH:45][CH:44]=[CH:43][CH:42]=1. The yield is 0.760. (4) The reactants are Cl[C:2](OC(Cl)(Cl)Cl)=[O:3].[NH2:9][C:10]1[CH:18]=[CH:17][C:16]([CH3:19])=[CH:15][C:11]=1[C:12]([OH:14])=[O:13]. The catalyst is O1CCOCC1. The product is [CH3:19][C:16]1[CH:17]=[CH:18][C:10]2[NH:9][C:2](=[O:3])[O:13][C:12](=[O:14])[C:11]=2[CH:15]=1. The yield is 0.940. (5) The reactants are [CH3:1][NH:2][C:3]1[CH:8]=[CH:7][C:6]([N+:9]([O-:11])=[O:10])=[CH:5][CH:4]=1.[C:12]([OH:16])(=[O:15])[CH:13]=[CH2:14].S(=O)(=O)(O)O. The catalyst is O. The product is [CH3:1][N:2]([C:3]1[CH:4]=[CH:5][C:6]([N+:9]([O-:11])=[O:10])=[CH:7][CH:8]=1)[CH2:14][CH2:13][C:12]([OH:16])=[O:15]. The yield is 0.910. (6) The reactants are Br[C:2]1[CH:6]=[CH:5][O:4][C:3]=1[C:7]([O:9][CH2:10][CH3:11])=[O:8].C([Sn](CCCC)(CCCC)[C:17]1[CH:22]=[CH:21][N:20]=[CH:19][CH:18]=1)CCC.[F-].[NH4+]. The catalyst is C1COCC1.C1C=CC([P]([Pd]([P](C2C=CC=CC=2)(C2C=CC=CC=2)C2C=CC=CC=2)([P](C2C=CC=CC=2)(C2C=CC=CC=2)C2C=CC=CC=2)[P](C2C=CC=CC=2)(C2C=CC=CC=2)C2C=CC=CC=2)(C2C=CC=CC=2)C2C=CC=CC=2)=CC=1. The product is [N:20]1[CH:21]=[CH:22][C:17]([C:2]2[CH:6]=[CH:5][O:4][C:3]=2[C:7]([O:9][CH2:10][CH3:11])=[O:8])=[CH:18][CH:19]=1. The yield is 0.450.